This data is from Catalyst prediction with 721,799 reactions and 888 catalyst types from USPTO. The task is: Predict which catalyst facilitates the given reaction. (1) Reactant: [F:1][C:2]1[C:3]([CH2:8][C:9]([O-:11])=O)=[N:4][CH:5]=[CH:6][CH:7]=1.[Na+].[Br:13][C:14]1[C:15]([CH3:21])=[C:16]([CH:18]=[CH:19][CH:20]=1)[NH2:17].CCN(C(C)C)C(C)C.CN(C(ON1N=NC2C=CC=NC1=2)=[N+](C)C)C.F[P-](F)(F)(F)(F)F. Product: [Br:13][C:14]1[C:15]([CH3:21])=[C:16]([NH:17][C:9](=[O:11])[CH2:8][C:3]2[C:2]([F:1])=[CH:7][CH:6]=[CH:5][N:4]=2)[CH:18]=[CH:19][CH:20]=1. The catalyst class is: 31. (2) Reactant: [OH:1][C@@H:2]1[CH2:6][CH2:5][N:4]([C:7]([O:9][C:10]([CH3:13])([CH3:12])[CH3:11])=[O:8])[CH2:3]1.CCN(CC)CC.[CH3:21][S:22](Cl)(=[O:24])=[O:23]. Product: [CH3:21][S:22]([O:1][C@@H:2]1[CH2:6][CH2:5][N:4]([C:7]([O:9][C:10]([CH3:13])([CH3:12])[CH3:11])=[O:8])[CH2:3]1)(=[O:24])=[O:23]. The catalyst class is: 4. (3) The catalyst class is: 7. Product: [Br:4][C:5]1[CH:12]=[CH:11][C:8]([CH:9]([OH:10])[CH3:1])=[CH:7][C:6]=1[Cl:13]. Reactant: [CH3:1][Mg]Br.[Br:4][C:5]1[CH:12]=[CH:11][C:8]([CH:9]=[O:10])=[CH:7][C:6]=1[Cl:13].[Cl-].[NH4+]. (4) Reactant: [Cl:1][C:2]1[N:7]=[C:6]([Cl:8])[CH:5]=[C:4](Cl)[N:3]=1.[CH2:10]([Mg]Br)[CH:11]([CH3:13])[CH3:12]. Product: [Cl:1][C:2]1[N:7]=[C:6]([Cl:8])[CH:5]=[C:4]([CH2:10][CH:11]([CH3:13])[CH3:12])[N:3]=1. The catalyst class is: 305. (5) Reactant: [F:1][C:2]1[CH:3]=[C:4]([C@@H:9]2[CH2:13][CH2:12][C@H:11]([CH2:14][CH2:15]/[CH:16]=[CH:17]/[C:18]([O:20][CH3:21])=[O:19])[N:10]2[C:22]([O:24][C:25]([CH3:28])([CH3:27])[CH3:26])=[O:23])[CH:5]=[CH:6][C:7]=1[F:8].[H][H]. Product: [F:1][C:2]1[CH:3]=[C:4]([C@@H:9]2[CH2:13][CH2:12][C@H:11]([CH2:14][CH2:15][CH2:16][CH2:17][C:18]([O:20][CH3:21])=[O:19])[N:10]2[C:22]([O:24][C:25]([CH3:28])([CH3:27])[CH3:26])=[O:23])[CH:5]=[CH:6][C:7]=1[F:8]. The catalyst class is: 586.